From a dataset of Forward reaction prediction with 1.9M reactions from USPTO patents (1976-2016). Predict the product of the given reaction. The product is: [S:1]1[CH:5]=[CH:4][CH:3]=[C:2]1[C:6]1([C:10]([O:12][CH3:15])=[O:11])[CH2:7][CH2:8][CH2:9]1. Given the reactants [S:1]1[CH:5]=[CH:4][CH:3]=[C:2]1[C:6]1([C:10]([OH:12])=[O:11])[CH2:9][CH2:8][CH2:7]1.CI.[C:15](=O)([O-])O.[K+], predict the reaction product.